From a dataset of Peptide-MHC class I binding affinity with 185,985 pairs from IEDB/IMGT. Regression. Given a peptide amino acid sequence and an MHC pseudo amino acid sequence, predict their binding affinity value. This is MHC class I binding data. (1) The peptide sequence is EAIALLDTV. The MHC is H-2-Kb with pseudo-sequence H-2-Kb. The binding affinity (normalized) is 0.115. (2) The peptide sequence is LLLTLLATV. The MHC is HLA-A02:17 with pseudo-sequence HLA-A02:17. The binding affinity (normalized) is 0.532. (3) The peptide sequence is SSNVANYQK. The MHC is HLA-A31:01 with pseudo-sequence HLA-A31:01. The binding affinity (normalized) is 0.233. (4) The peptide sequence is AKYEICLEK. The MHC is HLA-A31:01 with pseudo-sequence HLA-A31:01. The binding affinity (normalized) is 0.0847.